Task: Predict the product of the given reaction.. Dataset: Forward reaction prediction with 1.9M reactions from USPTO patents (1976-2016) (1) Given the reactants Cl.[NH:2]1[CH2:6][CH2:5][CH2:4][C@H:3]1[C:7]([NH2:9])=[O:8].[CH3:10][O:11][C:12]([NH:14][C@@H:15]([CH:19]([CH3:21])[CH3:20])[C:16](O)=[O:17])=[O:13].O.N1(O)C2C=CC=CC=2N=N1.Cl.C(N=C=NCCCN(C)C)C.CN1CCOCC1, predict the reaction product. The product is: [C:7]([C@@H:3]1[CH2:4][CH2:5][CH2:6][N:2]1[C:16](=[O:17])[C@@H:15]([NH:14][C:12](=[O:13])[O:11][CH3:10])[CH:19]([CH3:21])[CH3:20])(=[O:8])[NH2:9]. (2) Given the reactants Br[C:2]1[CH:15]=[CH:14][C:13]2[O:12][C:11]3[C:6](=[CH:7][C:8]([O:16][CH2:17][C:18]([CH3:21])([CH3:20])[CH3:19])=[CH:9][CH:10]=3)[C@:5]3([CH2:25][O:24][C:23]([NH2:26])=[N:22]3)[C:4]=2[CH:3]=1, predict the reaction product. The product is: [CH2:17]([O:16][C:8]1[CH:9]=[CH:10][C:11]2[O:12][C:13]3[C:4](=[CH:3][CH:2]=[CH:15][CH:14]=3)[C@@:5]3([CH2:25][O:24][C:23]([NH2:26])=[N:22]3)[C:6]=2[CH:7]=1)[C:18]([CH3:21])([CH3:20])[CH3:19]. (3) Given the reactants Br[C:2]1[CH:3]=[C:4]2[C:9](=[CH:10][CH:11]=1)[N:8]=[C:7]([NH:12][CH2:13][CH2:14][N:15]1[CH2:19][CH2:18][CH2:17][C:16]1=[O:20])[N:6]=[CH:5]2.[CH:21]1([NH:24][C:25](=[O:42])[C:26]2[CH:31]=[CH:30][C:29]([CH3:32])=[C:28](B3OC(C)(C)C(C)(C)O3)[CH:27]=2)[CH2:23][CH2:22]1, predict the reaction product. The product is: [CH:21]1([NH:24][C:25](=[O:42])[C:26]2[CH:31]=[CH:30][C:29]([CH3:32])=[C:28]([C:2]3[CH:3]=[C:4]4[C:9](=[CH:10][CH:11]=3)[N:8]=[C:7]([NH:12][CH2:13][CH2:14][N:15]3[CH2:19][CH2:18][CH2:17][C:16]3=[O:20])[N:6]=[CH:5]4)[CH:27]=2)[CH2:22][CH2:23]1. (4) The product is: [NH:16]1[CH:20]=[C:19]([C:2]2[CH:3]=[C:4]([C:12]([OH:14])=[O:13])[CH:5]=[C:6]([CH:11]=2)[C:7]([OH:9])=[O:8])[CH:18]=[N:17]1. Given the reactants Br[C:2]1[CH:3]=[C:4]([C:12]([O:14]C)=[O:13])[CH:5]=[C:6]([CH:11]=1)[C:7]([O:9]C)=[O:8].[NH:16]1[CH:20]=[C:19](B2OC(C)(C)C(C)(C)O2)[CH:18]=[N:17]1, predict the reaction product.